Task: Regression. Given a peptide amino acid sequence and an MHC pseudo amino acid sequence, predict their binding affinity value. This is MHC class I binding data.. Dataset: Peptide-MHC class I binding affinity with 185,985 pairs from IEDB/IMGT (1) The peptide sequence is TMERTNDLT. The MHC is HLA-A02:01 with pseudo-sequence HLA-A02:01. The binding affinity (normalized) is 0.0146. (2) The peptide sequence is GRSLEDDIR. The binding affinity (normalized) is 0.0847. The MHC is HLA-B07:02 with pseudo-sequence HLA-B07:02. (3) The peptide sequence is KTPWDRFCK. The MHC is HLA-B15:01 with pseudo-sequence HLA-B15:01. The binding affinity (normalized) is 0.0847. (4) The peptide sequence is PTDYAKPQY. The MHC is HLA-A26:01 with pseudo-sequence HLA-A26:01. The binding affinity (normalized) is 0.0847. (5) The peptide sequence is ETWMSSEGAW. The MHC is HLA-A26:01 with pseudo-sequence HLA-A26:01. The binding affinity (normalized) is 0.382. (6) The peptide sequence is HPVHAGPIA. The MHC is HLA-A02:01 with pseudo-sequence HLA-A02:01. The binding affinity (normalized) is 0. (7) The peptide sequence is NMSRHLFYS. The MHC is HLA-A02:03 with pseudo-sequence HLA-A02:03. The binding affinity (normalized) is 0.611. (8) The peptide sequence is YMFESKSMK. The MHC is HLA-A02:03 with pseudo-sequence HLA-A02:03. The binding affinity (normalized) is 0.706. (9) The peptide sequence is GLFWGGIWY. The MHC is HLA-A02:19 with pseudo-sequence HLA-A02:19. The binding affinity (normalized) is 0.0847.